From a dataset of Peptide-MHC class I binding affinity with 185,985 pairs from IEDB/IMGT. Regression. Given a peptide amino acid sequence and an MHC pseudo amino acid sequence, predict their binding affinity value. This is MHC class I binding data. (1) The peptide sequence is FTQPQQPTPI. The MHC is HLA-B08:01 with pseudo-sequence HLA-B08:01. The binding affinity (normalized) is 0. (2) The peptide sequence is WFFNNYLRK. The MHC is HLA-A68:01 with pseudo-sequence HLA-A68:01. The binding affinity (normalized) is 0.448. (3) The peptide sequence is YSRMLYIEF. The MHC is HLA-B83:01 with pseudo-sequence HLA-B83:01. The binding affinity (normalized) is 0.213. (4) The peptide sequence is LQWDDNIPEL. The MHC is HLA-A68:02 with pseudo-sequence HLA-A68:02. The binding affinity (normalized) is 0.0147. (5) The peptide sequence is RQLESRLGY. The MHC is HLA-B07:02 with pseudo-sequence HLA-B07:02. The binding affinity (normalized) is 0.0847. (6) The peptide sequence is LPFQNVHPV. The MHC is HLA-B51:01 with pseudo-sequence HLA-B51:01. The binding affinity (normalized) is 0.325. (7) The peptide sequence is MLVGHMPFM. The MHC is HLA-A68:23 with pseudo-sequence HLA-A68:23. The binding affinity (normalized) is 0.763. (8) The peptide sequence is NERGKTLLF. The MHC is HLA-B07:02 with pseudo-sequence HLA-B07:02. The binding affinity (normalized) is 0.0642. (9) The peptide sequence is YTMELCGAM. The MHC is BoLA-JSP.1 with pseudo-sequence BoLA-JSP.1. The binding affinity (normalized) is 0.756. (10) The peptide sequence is ATPYDINQMF. The MHC is Mamu-A01 with pseudo-sequence Mamu-A01. The binding affinity (normalized) is 0.892.